Dataset: Forward reaction prediction with 1.9M reactions from USPTO patents (1976-2016). Task: Predict the product of the given reaction. (1) Given the reactants [O:1]=[C:2]1[C:6]2([CH2:11][CH2:10][NH:9][CH2:8][CH2:7]2)[N:5]([C:12]2[CH:17]=[CH:16][CH:15]=[CH:14][CH:13]=2)[CH2:4][N:3]1[CH2:18][C:19]1[CH:20]=[C:21]([CH:29]=[CH:30][CH:31]=1)[C:22]([O:24][C:25]([CH3:28])([CH3:27])[CH3:26])=[O:23].[CH3:32][O:33][N:34]=[C:35]([C:40]1[CH:45]=[CH:44][C:43]([F:46])=[CH:42][CH:41]=1)[CH2:36][CH2:37][CH2:38]I.C(=O)([O-])[O-].[K+].[K+], predict the reaction product. The product is: [F:46][C:43]1[CH:42]=[CH:41][C:40]([C:35](=[N:34][O:33][CH3:32])[CH2:36][CH2:37][CH2:38][N:9]2[CH2:10][CH2:11][C:6]3([N:5]([C:12]4[CH:13]=[CH:14][CH:15]=[CH:16][CH:17]=4)[CH2:4][N:3]([CH2:18][C:19]4[CH:20]=[C:21]([CH:29]=[CH:30][CH:31]=4)[C:22]([O:24][C:25]([CH3:28])([CH3:26])[CH3:27])=[O:23])[C:2]3=[O:1])[CH2:7][CH2:8]2)=[CH:45][CH:44]=1. (2) Given the reactants C(P(C(C)(C)C)C(C)(C)C)(C)(C)C.Br[C:15]1[C:20]([F:21])=[C:19]([F:22])[C:18]([C:23]2[C:28]([F:29])=[C:27]([F:30])[C:26]([Br:31])=[C:25]([F:32])[C:24]=2[F:33])=[C:17]([F:34])[C:16]=1[F:35].[CH:36]1[C:49]2[C:40](=[CH:41][C:42]3[C:47]([C:48]=2[NH:50][C:51]2[CH:56]=[CH:55][CH:54]=[CH:53][CH:52]=2)=[CH:46][CH:45]=[CH:44][CH:43]=3)[CH:39]=[CH:38][CH:37]=1.CC(C)([O-])C.[Na+], predict the reaction product. The product is: [Br:31][C:26]1[C:27]([F:30])=[C:28]([F:29])[C:23]([C:18]2[C:17]([F:34])=[C:16]([F:35])[C:15]([N:50]([C:48]3[C:49]4[C:40]([CH:41]=[C:42]5[C:47]=3[CH:46]=[CH:45][CH:44]=[CH:43]5)=[CH:39][CH:38]=[CH:37][CH:36]=4)[C:51]3[CH:52]=[CH:53][CH:54]=[CH:55][CH:56]=3)=[C:20]([F:21])[C:19]=2[F:22])=[C:24]([F:33])[C:25]=1[F:32]. (3) Given the reactants Cl.Cl.[NH:3]([C:5]1[CH:10]=[C:9]([N+:11]([O-:13])=[O:12])[CH:8]=[CH:7][N:6]=1)[NH2:4].[C:14](OC(=O)C)(=[O:16])[CH3:15], predict the reaction product. The product is: [N+:11]([C:9]1[CH:8]=[CH:7][N:6]=[C:5]([NH:3][NH:4][C:14](=[O:16])[CH3:15])[CH:10]=1)([O-:13])=[O:12]. (4) Given the reactants [CH:1]([CH:9]=[CH:10][C:11]([OH:13])=[O:12])=[CH:2][C:3]1[CH:8]=[CH:7][CH:6]=[CH:5][CH:4]=1, predict the reaction product. The product is: [CH2:1]=[CH:2][C:3]1[CH:8]=[CH:7][CH:6]=[CH:5][CH:4]=1.[CH2:9]=[CH:10][C:11]([OH:13])=[O:12].